Dataset: Full USPTO retrosynthesis dataset with 1.9M reactions from patents (1976-2016). Task: Predict the reactants needed to synthesize the given product. Given the product [Cl:3][C:4]1[N:9]=[N:8][C:7]([O:10][C:11]2[C:16]([CH3:17])=[CH:15][CH:14]=[CH:13][C:12]=2[CH:18]2[CH2:20][CH2:19]2)=[C:6]([O-:21])[CH:5]=1.[Na+:2], predict the reactants needed to synthesize it. The reactants are: [OH-].[Na+:2].[Cl:3][C:4]1[N:9]=[N:8][C:7]([O:10][C:11]2[C:16]([CH3:17])=[CH:15][CH:14]=[CH:13][C:12]=2[CH:18]2[CH2:20][CH2:19]2)=[C:6]([OH:21])[CH:5]=1.